From a dataset of Catalyst prediction with 721,799 reactions and 888 catalyst types from USPTO. Predict which catalyst facilitates the given reaction. Reactant: [Cl:1][C:2]1[CH:11]=[CH:10][C:5]([C:6]([O:8]C)=[O:7])=[CH:4][C:3]=1[C:12]#[C:13][C:14]1[CH:19]=[CH:18][CH:17]=[CH:16][N:15]=1.[OH-].[Na+].Cl. Product: [Cl:1][C:2]1[CH:11]=[CH:10][C:5]([C:6]([OH:8])=[O:7])=[CH:4][C:3]=1[C:12]#[C:13][C:14]1[CH:19]=[CH:18][CH:17]=[CH:16][N:15]=1. The catalyst class is: 5.